Dataset: Reaction yield outcomes from USPTO patents with 853,638 reactions. Task: Predict the reaction yield, written as a fraction of the theoretical maximum amount of product (1.0 means a 100% yield; for example, 0.34 means a 34% yield). (1) The reactants are [H-].[Na+].[NH:3]1[C:11]2[C:6](=[CH:7][CH:8]=[CH:9][CH:10]=2)[CH:5]=[CH:4]1.Cl[S:13]([C:16]1[CH:17]=[CH:18][C:19]2[O:28][C:27]3[CH2:26][CH2:25][N:24]([C:29]([O:31][C:32]([CH3:35])([CH3:34])[CH3:33])=[O:30])[CH2:23][C:22]=3[C:20]=2[CH:21]=1)(=[O:15])=[O:14]. The catalyst is C1COCC1. The product is [N:3]1([S:13]([C:16]2[CH:17]=[CH:18][C:19]3[O:28][C:27]4[CH2:26][CH2:25][N:24]([C:29]([O:31][C:32]([CH3:35])([CH3:34])[CH3:33])=[O:30])[CH2:23][C:22]=4[C:20]=3[CH:21]=2)(=[O:15])=[O:14])[C:11]2[C:6](=[CH:7][CH:8]=[CH:9][CH:10]=2)[CH:5]=[CH:4]1. The yield is 0.250. (2) The yield is 0.837. No catalyst specified. The product is [CH3:14][C:15]1([CH3:22])[C:19]([CH3:21])([CH3:20])[O:18][B:17]([C:2]2[CH:7]=[CH:6][C:5]([N:8]3[CH2:13][CH2:12][O:11][CH2:10][CH2:9]3)=[CH:4][CH:3]=2)[O:16]1. The reactants are Br[C:2]1[CH:7]=[CH:6][C:5]([N:8]2[CH2:13][CH2:12][O:11][CH2:10][CH2:9]2)=[CH:4][CH:3]=1.[CH3:14][C:15]1([CH3:22])[C:19]([CH3:21])([CH3:20])[O:18][BH:17][O:16]1. (3) The reactants are [Si]([O:8][C:9]1[C:10]([F:28])=[C:11]([C:21]2[N:22]=[CH:23][C:24]([NH2:27])=[N:25][CH:26]=2)[CH:12]=[CH:13][C:14]=1[CH:15]1[CH2:20][CH2:19][CH2:18][CH2:17][CH2:16]1)(C(C)(C)C)(C)C.[F-].C([N+](CCCC)(CCCC)CCCC)CCC. The catalyst is C1COCC1. The product is [NH2:27][C:24]1[N:25]=[CH:26][C:21]([C:11]2[C:10]([F:28])=[C:9]([OH:8])[C:14]([CH:15]3[CH2:20][CH2:19][CH2:18][CH2:17][CH2:16]3)=[CH:13][CH:12]=2)=[N:22][CH:23]=1. The yield is 0.600.